From a dataset of Forward reaction prediction with 1.9M reactions from USPTO patents (1976-2016). Predict the product of the given reaction. (1) The product is: [CH2:1](/[C:3](=[CH:9]\[CH:10]=[CH:11]\[CH2:12][CH2:13]/[CH:14]=[CH:15]\[CH2:16]/[CH:17]=[CH:18]\[CH2:19]/[CH:20]=[CH:21]\[CH2:22]/[CH:23]=[CH:24]\[CH2:25][CH3:26])/[C:4]([OH:6])=[O:5])[CH3:2]. Given the reactants [CH2:1](/[C:3](=[CH:9]\[CH:10]=[CH:11]\[CH2:12][CH2:13]/[CH:14]=[CH:15]\[CH2:16]/[CH:17]=[CH:18]\[CH2:19]/[CH:20]=[CH:21]\[CH2:22]/[CH:23]=[CH:24]\[CH2:25][CH3:26])/[C:4]([O:6]CC)=[O:5])[CH3:2].[Li+].[OH-].Cl, predict the reaction product. (2) Given the reactants [CH3:1][O:2][C:3]1[CH:8]=[CH:7][CH:6]=[CH:5][C:4]=1[C:9]1[N:14]=[C:13]([CH3:15])[N:12]=[C:11]([NH2:16])[CH:10]=1.[CH2:17]([O:24][C:25]([N:27]1[CH2:32][CH2:31][CH2:30][CH:29]([C:33](Cl)=[O:34])[CH2:28]1)=[O:26])[C:18]1[CH:23]=[CH:22][CH:21]=[CH:20][CH:19]=1.O, predict the reaction product. The product is: [CH2:17]([O:24][C:25]([N:27]1[CH2:32][CH2:31][CH2:30][CH:29]([C:33](=[O:34])[NH:16][C:11]2[CH:10]=[C:9]([C:4]3[CH:5]=[CH:6][CH:7]=[CH:8][C:3]=3[O:2][CH3:1])[N:14]=[C:13]([CH3:15])[N:12]=2)[CH2:28]1)=[O:26])[C:18]1[CH:23]=[CH:22][CH:21]=[CH:20][CH:19]=1. (3) Given the reactants [Cl:1][C:2]1[CH:7]=[C:6]([C:8]2[CH:13]=[CH:12][C:11]([C:14]([F:17])([F:16])[F:15])=[CH:10][CH:9]=2)[N:5]=[CH:4][N:3]=1.[CH3:18][C:19]1[C:25]2[CH:26]=[CH:27][C:28]([NH2:30])=[CH:29][C:24]=2[NH:23][C:21](=[O:22])[CH:20]=1, predict the reaction product. The product is: [ClH:1].[CH3:18][C:19]1[C:25]2[C:24](=[CH:29][C:28]([NH:30][C:2]3[CH:7]=[C:6]([C:8]4[CH:13]=[CH:12][C:11]([C:14]([F:17])([F:16])[F:15])=[CH:10][CH:9]=4)[N:5]=[CH:4][N:3]=3)=[CH:27][CH:26]=2)[N:23]=[C:21]([OH:22])[CH:20]=1. (4) Given the reactants [H-].[Al+3].[Li+].[H-].[H-].[H-].[O:7]1[C:11]2([CH2:16][CH2:15][CH:14]([CH2:17][C:18](OC)=[O:19])[CH2:13][CH2:12]2)[O:10][CH2:9][CH2:8]1.O, predict the reaction product. The product is: [O:7]1[C:11]2([CH2:16][CH2:15][CH:14]([CH2:17][CH2:18][OH:19])[CH2:13][CH2:12]2)[O:10][CH2:9][CH2:8]1. (5) Given the reactants [Cl:1][C:2]1[CH:7]=[CH:6][C:5]([N:8]2[C@@H:12]([C:13]3[CH:18]=[CH:17][CH:16]=[C:15]([O:19][CH3:20])[CH:14]=3)[C@H:11]([CH2:21]O)[O:10][C:9]2=[O:23])=[CH:4][CH:3]=1.[C:24]1([C:30]2[NH:34][N:33]=[N:32][N:31]=2)[CH:29]=[CH:28][CH:27]=[CH:26][CH:25]=1.C1(P(C2C=CC=CC=2)C2C=CC=CC=2)C=CC=CC=1.CC(OC(/N=N/C(OC(C)C)=O)=O)C, predict the reaction product. The product is: [Cl:1][C:2]1[CH:3]=[CH:4][C:5]([N:8]2[C@@H:12]([C:13]3[CH:18]=[CH:17][CH:16]=[C:15]([O:19][CH3:20])[CH:14]=3)[C@H:11]([CH2:21][N:32]3[N:33]=[N:34][C:30]([C:24]4[CH:29]=[CH:28][CH:27]=[CH:26][CH:25]=4)=[N:31]3)[O:10][C:9]2=[O:23])=[CH:6][CH:7]=1. (6) Given the reactants [F:1][C:2]1[CH:3]=[C:4]([C:8]#[C:9][C:10]2[CH:11]=[N:12][C:13]([C:16]([OH:18])=O)=[N:14][CH:15]=2)[CH:5]=[CH:6][CH:7]=1.C(Cl)(=O)C(Cl)=O.C(N(C(C)C)CC)(C)C.[C:34]([NH:38][CH2:39][CH3:40])([CH3:37])([CH3:36])[CH3:35], predict the reaction product. The product is: [C:34]([N:38]([CH2:39][CH3:40])[C:16]([C:13]1[N:14]=[CH:15][C:10]([C:9]#[C:8][C:4]2[CH:5]=[CH:6][CH:7]=[C:2]([F:1])[CH:3]=2)=[CH:11][N:12]=1)=[O:18])([CH3:37])([CH3:36])[CH3:35]. (7) The product is: [ClH:31].[CH2:1]([O:8][C:9](=[O:30])[NH:10][CH2:11][C@@H:12]([OH:29])[C@@H:13]([NH2:21])[CH2:14][C:15]1[CH:20]=[CH:19][CH:18]=[CH:17][CH:16]=1)[C:2]1[CH:3]=[CH:4][CH:5]=[CH:6][CH:7]=1. Given the reactants [CH2:1]([O:8][C:9](=[O:30])[NH:10][CH2:11][C@@H:12]([OH:29])[C@@H:13]([NH:21]C(OC(C)(C)C)=O)[CH2:14][C:15]1[CH:20]=[CH:19][CH:18]=[CH:17][CH:16]=1)[C:2]1[CH:7]=[CH:6][CH:5]=[CH:4][CH:3]=1.[ClH:31].O1CCOCC1, predict the reaction product. (8) Given the reactants [F:1][C:2]1[CH:12]=[CH:11][CH:10]=[CH:9][C:3]=1[CH:4]=[CH:5][C:6]([OH:8])=O.[F:13][C:14]([F:30])([F:29])[CH:15]([NH2:28])[C:16]1[CH:21]=[CH:20][CH:19]=[C:18]([N:22]2[CH2:27][CH2:26][O:25][CH2:24][CH2:23]2)[CH:17]=1.CCN=C=NCCCN(C)C.Cl.CCN(CC)CC, predict the reaction product. The product is: [F:1][C:2]1[CH:12]=[CH:11][CH:10]=[CH:9][C:3]=1[CH:4]=[CH:5][C:6]([NH:28][CH:15]([C:16]1[CH:21]=[CH:20][CH:19]=[C:18]([N:22]2[CH2:23][CH2:24][O:25][CH2:26][CH2:27]2)[CH:17]=1)[C:14]([F:13])([F:30])[F:29])=[O:8]. (9) The product is: [CH:36]1([C:39]([N:41]2[CH2:46][CH2:45][N:44]([C:8]([C:7]3[CH:6]=[C:5]([CH:13]=[CH:12][CH:11]=3)[C:3]([O:2][CH3:1])=[O:4])=[O:10])[CH2:43][CH2:42]2)=[O:40])[CH2:37][CH2:38]1. Given the reactants [CH3:1][O:2][C:3]([C:5]1[CH:6]=[C:7]([CH:11]=[CH:12][CH:13]=1)[C:8]([OH:10])=O)=[O:4].ON1C2C=CC=CC=2N=N1.Cl.C(N=C=NCCCN(C)C)C.[CH:36]1([C:39]([N:41]2[CH2:46][CH2:45][NH:44][CH2:43][CH2:42]2)=[O:40])[CH2:38][CH2:37]1, predict the reaction product. (10) Given the reactants [C:1]([O-:9])(=[O:8])[C:2]1[CH:7]=[CH:6][CH:5]=[CH:4][CH:3]=1.[OH-].[K+], predict the reaction product. The product is: [CH:3]1[CH:4]=[CH:5][CH:6]=[CH:7][C:2]=1[C:1]([OH:9])=[O:8].